Dataset: Forward reaction prediction with 1.9M reactions from USPTO patents (1976-2016). Task: Predict the product of the given reaction. (1) Given the reactants [CH3:1][O:2][C:3](=[O:16])[CH2:4][CH2:5][C:6]1[C:14]2[C:9](=[CH:10][CH:11]=[C:12](Br)[CH:13]=2)[NH:8][CH:7]=1.[C:17]1(B(O)O)[CH:22]=[CH:21][CH:20]=[CH:19][CH:18]=1.C([O-])([O-])=O.[K+].[K+], predict the reaction product. The product is: [CH3:1][O:2][C:3](=[O:16])[CH2:4][CH2:5][C:6]1[C:14]2[C:9](=[CH:10][CH:11]=[C:12]([C:17]3[CH:22]=[CH:21][CH:20]=[CH:19][CH:18]=3)[CH:13]=2)[NH:8][CH:7]=1. (2) Given the reactants [NH2:1][CH2:2][CH2:3][CH2:4][N:5]([C@@H:15]([C:19]1[N:28]([CH2:29][C:30]2[CH:35]=[CH:34][CH:33]=[CH:32][CH:31]=2)[C:27](=[O:36])[C:26]2[C:21](=[CH:22][C:23]([Cl:37])=[CH:24][CH:25]=2)[N:20]=1)[CH:16]([CH3:18])[CH3:17])[C:6](=[O:14])[C:7]1[CH:12]=[CH:11][C:10]([CH3:13])=[CH:9][CH:8]=1.C(OC(=O)NCCCN(C(C1N(CC2C=CC=CC=2)C(=O)C2C(=CC(Cl)=CC=2)N=1)C(C)C)C(=O)C1C=CC(C)=CC=1)(C)(C)C.[CH3:82][S:83]([OH:86])(=[O:85])=[O:84], predict the reaction product. The product is: [S:83]([OH:86])(=[O:85])(=[O:84])[CH3:82].[NH2:1][CH2:2][CH2:3][CH2:4][N:5]([C@@H:15]([C:19]1[N:28]([CH2:29][C:30]2[CH:31]=[CH:32][CH:33]=[CH:34][CH:35]=2)[C:27](=[O:36])[C:26]2[C:21](=[CH:22][C:23]([Cl:37])=[CH:24][CH:25]=2)[N:20]=1)[CH:16]([CH3:17])[CH3:18])[C:6](=[O:14])[C:7]1[CH:8]=[CH:9][C:10]([CH3:13])=[CH:11][CH:12]=1. (3) Given the reactants [C:1]1([C:7]#[C:8][C:9]2[N:13]3[CH:14]=[CH:15][CH:16]=[CH:17][C:12]3=[N:11][C:10]=2[CH2:18][OH:19])[CH:6]=[CH:5][CH:4]=[CH:3][CH:2]=1.[H-].[Na+].[CH2:22]([N:24]([CH2:28][CH3:29])[C:25](Cl)=[O:26])[CH3:23], predict the reaction product. The product is: [CH2:22]([N:24]([CH2:28][CH3:29])[C:25](=[O:26])[O:19][CH2:18][C:10]1[N:11]=[C:12]2[CH:17]=[CH:16][CH:15]=[CH:14][N:13]2[C:9]=1[C:8]#[C:7][C:1]1[CH:2]=[CH:3][CH:4]=[CH:5][CH:6]=1)[CH3:23]. (4) Given the reactants ClC1C=C(F)C=C[C:3]=1[N:9]1[CH2:14][CH2:13][N:12]([C:15]([C:17]2[CH:22]=[CH:21][CH:20]=[C:19](Cl)[C:18]=2[Cl:24])=[O:16])[CH2:11][C:10]1=[O:25].[Cl:26]C1C=C(Cl)C=CC=1C(Cl)=O.CN1CCNCC1=O.ClC1C(Cl)=CC=CC=1C(Cl)=O.ClC1C=C(F)C=CC=1N1CCNCC1=O, predict the reaction product. The product is: [Cl:24][C:18]1[CH:19]=[C:20]([Cl:26])[CH:21]=[CH:22][C:17]=1[C:15]([N:12]1[CH2:13][CH2:14][N:9]([CH3:3])[C:10](=[O:25])[CH2:11]1)=[O:16].